This data is from Forward reaction prediction with 1.9M reactions from USPTO patents (1976-2016). The task is: Predict the product of the given reaction. Given the reactants [Br:1][C:2]1[CH:3]=[C:4]([C:9](=O)[C:10]([C:12]2[CH:17]=[CH:16][CH:15]=[CH:14]C=2)=O)[CH:5]=[CH:6][C:7]=1[F:8].[CH3:19][NH:20][C:21]([NH2:23])=[S:22].[OH-:24].[K+].Cl.[CH3:27]S(C)=O, predict the reaction product. The product is: [Br:1][C:2]1[CH:3]=[C:4]([C:9]2([C:10]3[CH:12]=[CH:17][CH:16]=[CH:15][CH:14]=3)[NH:23][C:21](=[S:22])[N:20]([CH3:27])[C:19]2=[O:24])[CH:5]=[CH:6][C:7]=1[F:8].